From a dataset of Catalyst prediction with 721,799 reactions and 888 catalyst types from USPTO. Predict which catalyst facilitates the given reaction. (1) Reactant: [CH3:1][C:2]1([C:12]2[CH2:16][CH:15]=[CH:14][CH:13]=2)[CH:9]2[CH2:10][CH:5]3[CH2:6][CH:7]([CH2:11][CH:3]1[CH2:4]3)[CH2:8]2.[CH3:17][C:18]([CH3:20])=O.N1CCCC1. Product: [CH3:1][C:2]1([C:12]2[CH:16]=[CH:15][C:14](=[C:18]([CH3:20])[CH3:17])[CH:13]=2)[CH:3]2[CH2:4][CH:5]3[CH2:6][CH:7]([CH2:8][CH:9]1[CH2:10]3)[CH2:11]2. The catalyst class is: 5. (2) Product: [Cl:19][CH2:18][CH:2]([OH:1])[CH2:3][CH2:4][CH2:5][CH2:6][CH2:7][CH2:8][CH2:9][O:10][C:11]([CH3:17])([CH3:16])[C:12]([O:14][CH3:15])=[O:13]. Reactant: [O:1]1[CH2:18][CH:2]1[CH2:3][CH2:4][CH2:5][CH2:6][CH2:7][CH2:8][CH2:9][O:10][C:11]([CH3:17])([CH3:16])[C:12]([O:14][CH3:15])=[O:13].[Cl-:19].[Li+].C(O)(=O)C. The catalyst class is: 7. (3) Reactant: Cl[CH2:2][CH2:3][CH2:4][S:5]([N:8]1[CH2:13][CH2:12][CH:11]([C:14]2[C:22]3[C:17](=[C:18]([C:28]([NH2:30])=[O:29])[CH:19]=[C:20]([C:23]4[S:24][CH:25]=[CH:26][CH:27]=4)[CH:21]=3)[NH:16][N:15]=2)[CH2:10][CH2:9]1)(=[O:7])=[O:6].C([O-])([O-])=O.[K+].[K+].[I-].[Na+].[NH:39]1[CH2:43][CH2:42][CH2:41][CH2:40]1. Product: [N:39]1([CH2:2][CH2:3][CH2:4][S:5]([N:8]2[CH2:13][CH2:12][CH:11]([C:14]3[C:22]4[C:17](=[C:18]([C:28]([NH2:30])=[O:29])[CH:19]=[C:20]([C:23]5[S:24][CH:25]=[CH:26][CH:27]=5)[CH:21]=4)[NH:16][N:15]=3)[CH2:10][CH2:9]2)(=[O:7])=[O:6])[CH2:43][CH2:42][CH2:41][CH2:40]1. The catalyst class is: 3. (4) Reactant: [CH2:1]([C:3]1[CH:4]=[C:5]2[C:9](=[CH:10][C:11]=1[CH2:12][CH3:13])[CH2:8][CH:7]([NH:14][CH2:15][C@@H:16]([C:18]1[CH:27]=[CH:26][C:25]([OH:28])=[C:24]3[C:19]=1[CH:20]=[CH:21][C:22](=[O:29])[NH:23]3)[OH:17])[CH2:6]2)[CH3:2].[CH2:30]([S:32]([OH:35])(=[O:34])=[O:33])[CH3:31]. Product: [S:32]([CH2:30][CH3:31])([OH:35])(=[O:34])=[O:33].[CH2:12]([C:11]1[CH:10]=[C:9]2[C:5](=[CH:4][C:3]=1[CH2:1][CH3:2])[CH2:6][CH:7]([NH:14][CH2:15][C@@H:16]([C:18]1[CH:27]=[CH:26][C:25]([OH:28])=[C:24]3[C:19]=1[CH:20]=[CH:21][C:22](=[O:29])[NH:23]3)[OH:17])[CH2:8]2)[CH3:13]. The catalyst class is: 16.